From a dataset of Forward reaction prediction with 1.9M reactions from USPTO patents (1976-2016). Predict the product of the given reaction. (1) Given the reactants [Br:1][C:2]1[CH:3]=[C:4]2[C:9](=[CH:10][CH:11]=1)[N:8]=[CH:7][C:6]([N:12]1[CH2:17][CH2:16][O:15][CH2:14][CH2:13]1)=[C:5]2Cl.[CH3:19][O-:20].[Na+], predict the reaction product. The product is: [Br:1][C:2]1[CH:3]=[C:4]2[C:9](=[CH:10][CH:11]=1)[N:8]=[CH:7][C:6]([N:12]1[CH2:17][CH2:16][O:15][CH2:14][CH2:13]1)=[C:5]2[O:20][CH3:19]. (2) Given the reactants [CH3:1][CH:2]([C@@:4]12[C@@H:19]([OH:20])[C@:18]34[O:21][C@H:17]3[CH2:16][C@@H:15]3[C@:10]([CH3:26])([CH2:11][CH2:12][C:13]5[C:24](=[O:25])[O:23][CH2:22][C:14]=53)[C@:8]34[O:9][C@H:7]3[C@@H:5]1[O:6]2)[CH3:3].[Se](=O)=[O:28], predict the reaction product. The product is: [CH3:3][CH:2]([C@@:4]12[C@@H:19]([OH:20])[C@:18]34[O:21][C@H:17]3[CH2:16][C@H:15]3[C:14]5[CH2:22][O:23][C:24](=[O:25])[C:13]=5[CH2:12][C@@H:11]([OH:28])[C@:10]3([CH3:26])[C@:8]34[O:9][C@H:7]3[C@@H:5]1[O:6]2)[CH3:1].[CH3:26][C@@:10]12[C@:8]34[O:9][C@H:7]3[C@@H:5]3[O:6][C@:4]3([C:2]([OH:28])([CH3:1])[CH3:3])[C@@H:19]([OH:20])[C@:18]34[O:21][C@H:17]3[CH2:16][C@H:15]1[C:14]1[CH2:22][O:23][C:24](=[O:25])[C:13]=1[CH2:12][CH2:11]2.[CH3:3][CH:2]([C@@:4]12[C@@H:19]([OH:20])[C@:18]34[O:21][C@H:17]3[CH2:16][C@@H:15]3[C@:10]([CH3:26])([CH2:11][CH2:12][C:13]5[C:24](=[O:25])[O:23][C@@H:22]([OH:28])[C:14]=53)[C@:8]34[O:9][C@H:7]3[C@@H:5]1[O:6]2)[CH3:1].[CH3:3][CH:2]([C@@:4]12[C@@H:19]([OH:20])[C@:18]34[O:21][C@H:17]3[CH2:16][C@@H:15]3[C@:10]([CH3:26])([CH2:11][CH2:12][C:13]5[C:24](=[O:25])[O:23][C@H:22]([OH:28])[C:14]=53)[C@:8]34[O:9][C@H:7]3[C@@H:5]1[O:6]2)[CH3:1]. (3) Given the reactants [OH-].[Na+].[CH2:3](Br)[C:4]1[CH:9]=[CH:8][CH:7]=[CH:6][CH:5]=1.[H-].[Na+].F[C:14](F)(F)[C:15]([OH:17])=O.[NH:20]1[CH:24]=[CH:23][N:22]=[C:21]1[CH:25]=O.[C:27]([BH3-])#[N:28].[Na+], predict the reaction product. The product is: [CH2:3]([O:17][C:15]1[CH:14]=[C:27]2[C:5]([CH2:6][CH2:7][CH2:8][N:28]2[CH2:25][C:21]2[NH:22][CH:23]=[CH:24][N:20]=2)=[CH:4][CH:3]=1)[C:4]1[CH:9]=[CH:8][CH:7]=[CH:6][CH:5]=1. (4) Given the reactants [Cl:1][C:2]1[CH:25]=[CH:24][C:5]([CH2:6][N:7]2[C:12]3[S:13][C:14]4[CH2:19][NH:18][CH2:17][CH2:16][C:15]=4[C:11]=3[C:10]3=[N:20][CH:21]=[N:22][N:9]3[C:8]2=[O:23])=[CH:4][CH:3]=1.[N:26]1[CH:31]=[CH:30][N:29]=[CH:28][C:27]=1[C:32](O)=[O:33].CN(C(ON1N=NC2C=CC=NC1=2)=[N+](C)C)C.F[P-](F)(F)(F)(F)F.C(N(CC)CC)C, predict the reaction product. The product is: [Cl:1][C:2]1[CH:3]=[CH:4][C:5]([CH2:6][N:7]2[C:12]3[S:13][C:14]4[CH2:19][N:18]([C:32]([C:27]5[CH:28]=[N:29][CH:30]=[CH:31][N:26]=5)=[O:33])[CH2:17][CH2:16][C:15]=4[C:11]=3[C:10]3=[N:20][CH:21]=[N:22][N:9]3[C:8]2=[O:23])=[CH:24][CH:25]=1. (5) Given the reactants Cl[C:2]1[S:6][N:5]=[C:4]([N:7]2[CH2:12][CH2:11][N:10]([C:13]([O:15][C:16]([CH3:19])([CH3:18])[CH3:17])=[O:14])[CH2:9][CH2:8]2)[N:3]=1.FC(F)(F)C(O)=O.[O:27]1[C:31]2[CH:32]=[CH:33][CH:34]=[CH:35][C:30]=2[C:29]([NH:36][C:37]([N:39]2[CH2:44][CH2:43][NH:42][CH2:41][CH2:40]2)=[O:38])=[N:28]1.C(N(CC)CC)C.O, predict the reaction product. The product is: [O:27]1[C:31]2[CH:32]=[CH:33][CH:34]=[CH:35][C:30]=2[C:29]([NH:36][C:37]([N:39]2[CH2:44][CH2:43][N:42]([C:2]3[S:6][N:5]=[C:4]([N:7]4[CH2:12][CH2:11][N:10]([C:13]([O:15][C:16]([CH3:19])([CH3:18])[CH3:17])=[O:14])[CH2:9][CH2:8]4)[N:3]=3)[CH2:41][CH2:40]2)=[O:38])=[N:28]1.